This data is from Forward reaction prediction with 1.9M reactions from USPTO patents (1976-2016). The task is: Predict the product of the given reaction. (1) Given the reactants C[O:2][C:3]([CH:5]1[CH2:9][C:8]([F:11])([F:10])[CH2:7][N:6]1[C:12]([O:14][C:15]([CH3:18])([CH3:17])[CH3:16])=[O:13])=[O:4].[OH-].[Li+], predict the reaction product. The product is: [C:15]([O:14][C:12]([N:6]1[CH2:7][C:8]([F:10])([F:11])[CH2:9][CH:5]1[C:3]([OH:4])=[O:2])=[O:13])([CH3:18])([CH3:16])[CH3:17]. (2) Given the reactants [F:1][C:2]([Si](C)(C)C)([F:4])[F:3].O.O.O.[F-].C([N+:17]([CH2:26][CH2:27][CH2:28][CH3:29])([CH2:22][CH2:23]CC)CCCC)CCC.Cl.C(=O)(O)[O-:32].[Na+], predict the reaction product. The product is: [F:1][C:2]([F:4])([F:3])[CH:29]([C:28]1[CH:23]=[CH:22][N:17]=[CH:26][CH:27]=1)[OH:32]. (3) Given the reactants Cl.[F:2][C:3]([F:17])([F:16])[C:4]1[CH:15]=[CH:14][CH:13]=[CH:12][C:5]=1[O:6][C@H:7]1[CH2:11][CH2:10][NH:9][CH2:8]1.Br[C:19]1[S:23][C:22]([C:24]#[N:25])=[N:21][N:20]=1, predict the reaction product. The product is: [F:17][C:3]([F:2])([F:16])[C:4]1[CH:15]=[CH:14][CH:13]=[CH:12][C:5]=1[O:6][C@H:7]1[CH2:11][CH2:10][N:9]([C:19]2[S:23][C:22]([C:24]#[N:25])=[N:21][N:20]=2)[CH2:8]1. (4) Given the reactants C[O:2][C:3]([CH:5]1[CH2:12][CH2:11][C:10]2([C:14]3[NH:22][C:21]4[C:20](=[O:23])[N:19]([CH2:24][CH2:25][CH3:26])[C:18](=[O:27])[N:17]([CH2:28][CH2:29][CH3:30])[C:16]=4[N:15]=3)[O:13][CH:6]1[CH2:7][CH2:8][CH2:9]2)=[O:4], predict the reaction product. The product is: [O:27]=[C:18]1[N:17]([CH2:28][CH2:29][CH3:30])[C:16]2[N:15]=[C:14]([C:10]34[O:13][CH:6]([CH2:7][CH2:8][CH2:9]3)[CH:5]([C:3]([OH:4])=[O:2])[CH2:12][CH2:11]4)[NH:22][C:21]=2[C:20](=[O:23])[N:19]1[CH2:24][CH2:25][CH3:26]. (5) Given the reactants C=O.[CH3:3]C(C)=O.[NH:7]1[CH2:12][CH2:11][O:10][CH:9]([CH2:13][N:14]2[C:22]3[C:17](=[CH:18][CH:19]=[CH:20][CH:21]=3)[C:16]3([C:34]4[C:25](=[CH:26][C:27]5[O:32][CH2:31][CH2:30][O:29][C:28]=5[CH:33]=4)[O:24][CH2:23]3)[C:15]2=[O:35])[CH2:8]1.N1CCC(CN2C3C(=CC=CC=3)C3(C4C(=CC5OCCOC=5C=4)OC3)C2=O)CC1, predict the reaction product. The product is: [CH3:3][N:7]1[CH2:12][CH2:11][O:10][CH:9]([CH2:13][N:14]2[C:22]3[C:17](=[CH:18][CH:19]=[CH:20][CH:21]=3)[C:16]3([C:34]4[C:25](=[CH:26][C:27]5[O:32][CH2:31][CH2:30][O:29][C:28]=5[CH:33]=4)[O:24][CH2:23]3)[C:15]2=[O:35])[CH2:8]1.